Dataset: Full USPTO retrosynthesis dataset with 1.9M reactions from patents (1976-2016). Task: Predict the reactants needed to synthesize the given product. (1) Given the product [IH:1].[CH3:3][C:4]1[N:8]=[C:7]([CH3:9])[N:6]([C:10]2[CH:15]=[CH:14][C:13]([NH:16][C:17]([S:18][CH3:2])=[NH:19])=[CH:12][C:11]=2[F:20])[N:5]=1, predict the reactants needed to synthesize it. The reactants are: [I:1][CH3:2].[CH3:3][C:4]1[N:8]=[C:7]([CH3:9])[N:6]([C:10]2[CH:15]=[CH:14][C:13]([NH:16][C:17]([NH2:19])=[S:18])=[CH:12][C:11]=2[F:20])[N:5]=1. (2) Given the product [CH2:8]([O:10][C:11]([C:13]1[N:14]([CH2:26][CH2:27][NH:5][C@H:3]([CH3:4])[C:2]([CH3:7])([CH3:6])[CH3:1])[N:15]=[C:16]([CH2:18][O:19][C:20]2[CH:21]=[CH:22][CH:23]=[CH:24][CH:25]=2)[CH:17]=1)=[O:12])[CH3:9].[O:19]([CH2:18][C:16]1[CH:17]=[C:13]([C:11]([OH:12])=[O:10])[N:14]([CH2:26][CH2:27][NH:5][C@H:3]([CH3:4])[C:2]([CH3:7])([CH3:6])[CH3:1])[N:15]=1)[C:20]1[CH:25]=[CH:24][CH:23]=[CH:22][CH:21]=1, predict the reactants needed to synthesize it. The reactants are: [CH3:1][C:2]([CH3:7])([CH3:6])[C@H:3]([NH2:5])[CH3:4].[CH2:8]([O:10][C:11]([C:13]1[N:14]([CH2:26][CH2:27]Br)[N:15]=[C:16]([CH2:18][O:19][C:20]2[CH:25]=[CH:24][CH:23]=[CH:22][CH:21]=2)[CH:17]=1)=[O:12])[CH3:9].[I-].[K+].CC(C)([O-])C.[Na+]. (3) Given the product [NH2:39][C@@H:10]1[C:11]2[C:12](=[N:13][CH:14]=[CH:15][N:16]=2)[C:17]([CH2:20][C:21]([N:22]2[CH2:23][CH2:24][CH:25]([N:28]3[C:36]4[C:31](=[N:32][CH:33]=[CH:34][CH:35]=4)[NH:30][C:29]3=[O:37])[CH2:26][CH2:27]2)=[O:38])=[CH:18][CH2:19][C@H:9]1[C:3]1[CH:4]=[CH:5][CH:6]=[C:7]([F:8])[C:2]=1[F:1], predict the reactants needed to synthesize it. The reactants are: [F:1][C:2]1[C:7]([F:8])=[CH:6][CH:5]=[CH:4][C:3]=1[C@@H:9]1[CH2:19][CH:18]=[C:17]([CH2:20][C:21](=[O:38])[N:22]2[CH2:27][CH2:26][CH:25]([N:28]3[C:36]4[C:31](=[N:32][CH:33]=[CH:34][CH:35]=4)[NH:30][C:29]3=[O:37])[CH2:24][CH2:23]2)[C:12]2=[N:13][CH:14]=[CH:15][N:16]=[C:11]2[C@H:10]1[NH:39]C(=O)OC(C)(C)C.FC(F)(F)C(O)=O.CO. (4) Given the product [C:42]([C@@H:16]1[NH:15][C:14](=[O:46])[O:13][CH2:12][CH2:11][CH2:10][CH2:9][CH2:8][CH2:7][CH2:6][C:5]2[CH:47]=[CH:48][CH:2]=[CH:3][C:4]=2[O:22][C@H:21]2[CH2:23][N:18]([C@H:19]([C:24]([NH:26][C@:27]3([C:32]([NH:34][S:35]([CH:38]4[CH2:40][CH2:39]4)(=[O:37])=[O:36])=[O:33])[CH2:29][C@H:28]3[CH2:30][CH3:31])=[O:25])[CH2:20]2)[C:17]1=[O:41])([CH3:43])([CH3:44])[CH3:45], predict the reactants needed to synthesize it. The reactants are: Br[C:2]1[CH:48]=[CH:47][C:5]2[CH2:6][CH2:7][CH2:8][CH2:9][CH2:10][CH2:11][CH2:12][O:13][C:14](=[O:46])[NH:15][C@@H:16]([C:42]([CH3:45])([CH3:44])[CH3:43])[C:17](=[O:41])[N:18]3[CH2:23][C@H:21]([O:22][C:4]=2[CH:3]=1)[CH2:20][C@H:19]3[C:24]([NH:26][C@:27]1([C:32]([NH:34][S:35]([CH:38]2[CH2:40][CH2:39]2)(=[O:37])=[O:36])=[O:33])[CH2:29][C@H:28]1[CH2:30][CH3:31])=[O:25].C([O-])(=O)C.[Na+]. (5) Given the product [CH2:2]([S:4][C:5]1[CH:10]=[CH:9][N:8]=[CH:7][C:6]=1[CH2:11][NH2:12])[CH3:3], predict the reactants needed to synthesize it. The reactants are: N.[CH2:2]([S:4][C:5]1[CH:10]=[CH:9][N:8]=[CH:7][C:6]=1[C:11]#[N:12])[CH3:3]. (6) Given the product [CH3:1][NH:2][C:14]([NH:13][C:3]1[C:12]2[C:7](=[CH:8][CH:9]=[CH:10][CH:11]=2)[CH:6]=[CH:5][CH:4]=1)=[O:15], predict the reactants needed to synthesize it. The reactants are: [CH3:1][NH2:2].[C:3]1([N:13]=[C:14]=[O:15])[C:12]2[C:7](=[CH:8][CH:9]=[CH:10][CH:11]=2)[CH:6]=[CH:5][CH:4]=1.